From a dataset of Peptide-MHC class II binding affinity with 134,281 pairs from IEDB. Regression. Given a peptide amino acid sequence and an MHC pseudo amino acid sequence, predict their binding affinity value. This is MHC class II binding data. The peptide sequence is SQDLELSWNLNGLQSY. The MHC is DRB1_1302 with pseudo-sequence DRB1_1302. The binding affinity (normalized) is 0.523.